This data is from Peptide-MHC class II binding affinity with 134,281 pairs from IEDB. The task is: Regression. Given a peptide amino acid sequence and an MHC pseudo amino acid sequence, predict their binding affinity value. This is MHC class II binding data. The peptide sequence is GSRAIWYMWLGARYL. The MHC is HLA-DQA10201-DQB10301 with pseudo-sequence HLA-DQA10201-DQB10301. The binding affinity (normalized) is 0.